Dataset: NCI-60 drug combinations with 297,098 pairs across 59 cell lines. Task: Regression. Given two drug SMILES strings and cell line genomic features, predict the synergy score measuring deviation from expected non-interaction effect. (1) Drug 1: C1CC(=O)NC(=O)C1N2CC3=C(C2=O)C=CC=C3N. Drug 2: C1=CC=C(C(=C1)C(C2=CC=C(C=C2)Cl)C(Cl)Cl)Cl. Cell line: SR. Synergy scores: CSS=18.0, Synergy_ZIP=-0.752, Synergy_Bliss=0.0770, Synergy_Loewe=-1.47, Synergy_HSA=0.482. (2) Drug 1: CC1=C(C=C(C=C1)C(=O)NC2=CC(=CC(=C2)C(F)(F)F)N3C=C(N=C3)C)NC4=NC=CC(=N4)C5=CN=CC=C5. Drug 2: C1C(C(OC1N2C=NC3=C2NC=NCC3O)CO)O. Cell line: TK-10. Synergy scores: CSS=-3.15, Synergy_ZIP=2.96, Synergy_Bliss=0.305, Synergy_Loewe=-1.93, Synergy_HSA=-3.40.